Dataset: Reaction yield outcomes from USPTO patents with 853,638 reactions. Task: Predict the reaction yield, written as a fraction of the theoretical maximum amount of product (1.0 means a 100% yield; for example, 0.34 means a 34% yield). (1) The reactants are [Br:1][C:2]1[C:3]([F:12])=[CH:4][C:5]([F:11])=[C:6]([C:8](=O)[CH3:9])[CH:7]=1.[CH3:13][C:14]([S@:17]([NH2:19])=[O:18])([CH3:16])[CH3:15].O. The catalyst is C1COCC1. The product is [Br:1][C:2]1[C:3]([F:12])=[CH:4][C:5]([F:11])=[C:6](/[C:8](=[N:19]/[S@@:17]([C:14]([CH3:16])([CH3:15])[CH3:13])=[O:18])/[CH3:9])[CH:7]=1. The yield is 0.680. (2) The reactants are [CH3:1][C:2]1[O:6][N:5]=[C:4]([C:7]2[CH:12]=[CH:11][CH:10]=[CH:9][CH:8]=2)[C:3]=1[CH2:13][O:14][C:15]1[CH:23]=[CH:22][C:18]([C:19]([OH:21])=O)=[CH:17][N:16]=1.[NH2:24][CH2:25][C:26]1[C:27](=[O:33])[NH:28][N:29]=[C:30]([CH3:32])[CH:31]=1. No catalyst specified. The product is [CH3:32][C:30]1[CH:31]=[C:26]([CH2:25][NH:24][C:19](=[O:21])[C:18]2[CH:22]=[CH:23][C:15]([O:14][CH2:13][C:3]3[C:4]([C:7]4[CH:8]=[CH:9][CH:10]=[CH:11][CH:12]=4)=[N:5][O:6][C:2]=3[CH3:1])=[N:16][CH:17]=2)[C:27](=[O:33])[NH:28][N:29]=1. The yield is 0.830. (3) The reactants are C(=O)([O-])[O-].[K+].[K+].[OH:7][C:8]1[CH:12]=[C:11]([CH3:13])[NH:10][N:9]=1.F[C:15]1[CH:20]=[CH:19][C:18]([N+:21]([O-:23])=[O:22])=[CH:17][C:16]=1[C:24]([F:27])([F:26])[F:25].Cl. The catalyst is CN(C=O)C. The product is [CH3:13][C:11]1[NH:10][N:9]=[C:8]([O:7][C:15]2[CH:20]=[CH:19][C:18]([N+:21]([O-:23])=[O:22])=[CH:17][C:16]=2[C:24]([F:25])([F:26])[F:27])[CH:12]=1. The yield is 0.606. (4) The reactants are [C:1]1([C:7]2[NH:11][CH:10]=[C:9]([C:12]([O:14][CH2:15][CH3:16])=[O:13])[CH:8]=2)[CH:6]=[CH:5][CH:4]=[CH:3][CH:2]=1.[H-].[Na+].C1OCCOCCOCCOCCOC1.[S:34]1[CH:38]=[CH:37][CH:36]=[C:35]1[S:39](Cl)(=[O:41])=[O:40]. The catalyst is O1CCCC1.[Cl-].[Na+].O. The product is [C:1]1([C:7]2[N:11]([S:39]([C:35]3[S:34][CH:38]=[CH:37][CH:36]=3)(=[O:41])=[O:40])[CH:10]=[C:9]([C:12]([O:14][CH2:15][CH3:16])=[O:13])[CH:8]=2)[CH:2]=[CH:3][CH:4]=[CH:5][CH:6]=1. The yield is 0.960.